From a dataset of Forward reaction prediction with 1.9M reactions from USPTO patents (1976-2016). Predict the product of the given reaction. Given the reactants [Br:1][C:2]1[CH:3]=[C:4]([NH:8][C:9]2[CH:14]=[CH:13][CH:12]=[CH:11][C:10]=2[N+:15]([O-])=O)[CH:5]=[CH:6][CH:7]=1.S(S([O-])=O)([O-])=O.[Na+].[Na+].C(=O)([O-])O.[Na+].[C:31](Cl)(=[O:38])[C:32]1[CH:37]=[CH:36][CH:35]=[CH:34][CH:33]=1, predict the reaction product. The product is: [Br:1][C:2]1[CH:3]=[C:4]([NH:8][C:9]2[CH:14]=[CH:13][CH:12]=[CH:11][C:10]=2[NH:15][C:31](=[O:38])[C:32]2[CH:37]=[CH:36][CH:35]=[CH:34][CH:33]=2)[CH:5]=[CH:6][CH:7]=1.